Task: Regression. Given a peptide amino acid sequence and an MHC pseudo amino acid sequence, predict their binding affinity value. This is MHC class II binding data.. Dataset: Peptide-MHC class II binding affinity with 134,281 pairs from IEDB (1) The peptide sequence is EDPLFQLVSKLYEVV. The MHC is HLA-DQA10301-DQB10302 with pseudo-sequence HLA-DQA10301-DQB10302. The binding affinity (normalized) is 0.204. (2) The peptide sequence is QFKPEEITGIMKDLD. The MHC is DRB1_1602 with pseudo-sequence DRB1_1602. The binding affinity (normalized) is 0.0290. (3) The peptide sequence is DNACKRTYSDRGWGN. The MHC is DRB1_0701 with pseudo-sequence DRB1_0701. The binding affinity (normalized) is 0. (4) The peptide sequence is QNLKNNSKDFNDKLPNN. The MHC is DRB1_0301 with pseudo-sequence DRB1_0301. The binding affinity (normalized) is 0. (5) The peptide sequence is MMIARFKMFPEVKEKGMAAL. The MHC is DRB1_0401 with pseudo-sequence DRB1_0401. The binding affinity (normalized) is 0. (6) The peptide sequence is GVTYEIDLTNKN. The MHC is HLA-DQA10501-DQB10301 with pseudo-sequence HLA-DQA10501-DQB10301. The binding affinity (normalized) is 0.0927. (7) The peptide sequence is YDSNIMNSINNVMDE. The MHC is HLA-DQA10301-DQB10301 with pseudo-sequence HLA-DQA10301-DQB10301. The binding affinity (normalized) is 0.224. (8) The peptide sequence is WCYYAAAQKEVSGVK. The MHC is HLA-DQA10201-DQB10301 with pseudo-sequence HLA-DQA10201-DQB10301. The binding affinity (normalized) is 0.536.